This data is from Catalyst prediction with 721,799 reactions and 888 catalyst types from USPTO. The task is: Predict which catalyst facilitates the given reaction. (1) Reactant: [ClH:1].[CH3:2][NH:3][CH2:4][C:5]1[CH:10]=[C:9]([N+:11]([O-])=O)[CH:8]=[CH:7][C:6]=1[O:14][CH3:15].[H][H]. Product: [ClH:1].[CH3:15][O:14][C:6]1[CH:7]=[CH:8][C:9]([NH2:11])=[CH:10][C:5]=1[CH2:4][NH:3][CH3:2]. The catalyst class is: 29. (2) Reactant: [CH2:1]([NH:8][CH:9]1[CH2:14][CH2:13][CH:12]([C:15]2[CH:25]=[CH:24][C:18]([C:19]([O:21][CH2:22][CH3:23])=[O:20])=[CH:17][CH:16]=2)[CH2:11][CH2:10]1)[C:2]1[CH:7]=[CH:6][CH:5]=[CH:4][CH:3]=1.[CH2:26]([O:33][C:34]1[CH:39]=[CH:38][C:37]([O:40][CH2:41][C@H:42]2[O:44][CH2:43]2)=[CH:36][C:35]=1[S:45]([CH3:48])(=[O:47])=[O:46])[C:27]1[CH:32]=[CH:31][CH:30]=[CH:29][CH:28]=1.Cl. Product: [CH2:1]([N:8]([CH2:43][C@H:42]([OH:44])[CH2:41][O:40][C:37]1[CH:38]=[CH:39][C:34]([O:33][CH2:26][C:27]2[CH:32]=[CH:31][CH:30]=[CH:29][CH:28]=2)=[C:35]([S:45]([CH3:48])(=[O:47])=[O:46])[CH:36]=1)[C@H:9]1[CH2:10][CH2:11][C@H:12]([C:15]2[CH:16]=[CH:17][C:18]([C:19]([O:21][CH2:22][CH3:23])=[O:20])=[CH:24][CH:25]=2)[CH2:13][CH2:14]1)[C:2]1[CH:3]=[CH:4][CH:5]=[CH:6][CH:7]=1. The catalyst class is: 8. (3) Reactant: [O:1]=[C:2]([NH:14][C:15]1[CH:16]=[CH:17][CH:18]=[C:19]2[C:24]=1[N:23]=[CH:22][CH:21]=[CH:20]2)[CH2:3][CH2:4][CH2:5][CH2:6][CH2:7][CH2:8][C:9]([O:11]CC)=[O:10].O.[OH-].[Li+].Cl. Product: [O:1]=[C:2]([NH:14][C:15]1[CH:16]=[CH:17][CH:18]=[C:19]2[C:24]=1[N:23]=[CH:22][CH:21]=[CH:20]2)[CH2:3][CH2:4][CH2:5][CH2:6][CH2:7][CH2:8][C:9]([OH:11])=[O:10]. The catalyst class is: 20.